This data is from Forward reaction prediction with 1.9M reactions from USPTO patents (1976-2016). The task is: Predict the product of the given reaction. (1) Given the reactants [C:1]([O:5][C:6](=[O:22])[CH2:7][CH2:8][CH2:9][CH2:10][CH2:11][CH2:12][CH2:13][CH2:14][CH2:15][CH2:16][CH2:17][CH2:18][C:19](O)=[O:20])([CH3:4])([CH3:3])[CH3:2], predict the reaction product. The product is: [C:1]([O:5][C:6](=[O:22])[CH2:7][CH2:8][CH2:9][CH2:10][CH2:11][CH2:12][CH2:13][CH2:14][CH2:15][CH2:16][CH2:17][CH2:18][CH2:19][OH:20])([CH3:4])([CH3:2])[CH3:3]. (2) Given the reactants C[O:2][C:3](=[O:31])[C:4]1[CH:9]=[CH:8][C:7]([O:10][CH2:11][C:12]2[CH:21]=[CH:20][C:19]3[C:14](=[CH:15][CH:16]=[C:17]([O:22][CH2:23][C@@H:24]4[CH2:28][O:27][C:26]([CH3:30])([CH3:29])[O:25]4)[CH:18]=3)[CH:13]=2)=[CH:6][CH:5]=1.[OH-].[Li+].Cl, predict the reaction product. The product is: [CH3:29][C:26]1([CH3:30])[O:25][C@H:24]([CH2:23][O:22][C:17]2[CH:18]=[C:19]3[C:14](=[CH:15][CH:16]=2)[CH:13]=[C:12]([CH2:11][O:10][C:7]2[CH:8]=[CH:9][C:4]([C:3]([OH:31])=[O:2])=[CH:5][CH:6]=2)[CH:21]=[CH:20]3)[CH2:28][O:27]1. (3) Given the reactants O[C:2]1[CH:7]=[C:6]([CH3:8])[N:5]=[C:4]([N:9]2[CH2:13][CH2:12][CH2:11][CH:10]2[C:14]2[O:18][N:17]=[C:16]([CH3:19])[CH:15]=2)[N:3]=1.[NH2:20][C:21]1[CH:25]=[C:24]([CH:26]2[CH2:28][CH2:27]2)[NH:23][N:22]=1, predict the reaction product. The product is: [CH:26]1([C:24]2[NH:23][N:22]=[C:21]([NH:20][C:2]3[CH:7]=[C:6]([CH3:8])[N:5]=[C:4]([N:9]4[CH2:13][CH2:12][CH2:11][CH:10]4[C:14]4[O:18][N:17]=[C:16]([CH3:19])[CH:15]=4)[N:3]=3)[CH:25]=2)[CH2:28][CH2:27]1. (4) Given the reactants Br[C:2]1[CH:3]=[C:4]([S:8][CH2:9][C:10]([NH:12][CH:13]2[CH2:15][CH2:14]2)=[O:11])[CH:5]=[CH:6][CH:7]=1.[B:16]1([B:16]2[O:20][C:19]([CH3:22])([CH3:21])[C:18]([CH3:24])([CH3:23])[O:17]2)[O:20][C:19]([CH3:22])([CH3:21])[C:18]([CH3:24])([CH3:23])[O:17]1.C([O-])(=O)C.[K+], predict the reaction product. The product is: [CH:13]1([NH:12][C:10](=[O:11])[CH2:9][S:8][C:4]2[CH:5]=[CH:6][CH:7]=[C:2]([B:16]3[O:20][C:19]([CH3:22])([CH3:21])[C:18]([CH3:24])([CH3:23])[O:17]3)[CH:3]=2)[CH2:15][CH2:14]1.